This data is from Reaction yield outcomes from USPTO patents with 853,638 reactions. The task is: Predict the reaction yield, written as a fraction of the theoretical maximum amount of product (1.0 means a 100% yield; for example, 0.34 means a 34% yield). (1) The reactants are [C:1]([NH:24][CH:25]([CH3:35])[CH2:26][NH:27]C(=O)OC(C)(C)C)(=[O:23])[CH2:2][CH2:3]/[CH:4]=[CH:5]\[CH2:6]/[CH:7]=[CH:8]\[CH2:9]/[CH:10]=[CH:11]\[CH2:12]/[CH:13]=[CH:14]\[CH2:15]/[CH:16]=[CH:17]\[CH2:18]/[CH:19]=[CH:20]\[CH2:21][CH3:22].C(O)(C(F)(F)F)=O.C([O-])([O-])=O.[Na+].[Na+]. The catalyst is C(Cl)Cl. The product is [NH2:27][CH2:26][CH:25]([NH:24][C:1](=[O:23])[CH2:2][CH2:3]/[CH:4]=[CH:5]\[CH2:6]/[CH:7]=[CH:8]\[CH2:9]/[CH:10]=[CH:11]\[CH2:12]/[CH:13]=[CH:14]\[CH2:15]/[CH:16]=[CH:17]\[CH2:18]/[CH:19]=[CH:20]\[CH2:21][CH3:22])[CH3:35]. The yield is 0.980. (2) The reactants are C([NH:5][C:6](=O)[C:7]1[CH:12]=[CH:11][C:10]([CH:13]([C:20]2[NH:29][C:23]3=[N:24][CH:25]=[C:26]([F:28])[CH:27]=[C:22]3[CH:21]=2)[CH2:14][CH:15]2[CH2:19][CH2:18][CH2:17][CH2:16]2)=[CH:9][CH:8]=1)(C)(C)C.P(Cl)(Cl)(Cl)=O. The catalyst is C(Cl)(Cl)Cl. The product is [CH:15]1([CH2:14][CH:13]([C:10]2[CH:11]=[CH:12][C:7]([C:6]#[N:5])=[CH:8][CH:9]=2)[C:20]2[NH:29][C:23]3=[N:24][CH:25]=[C:26]([F:28])[CH:27]=[C:22]3[CH:21]=2)[CH2:19][CH2:18][CH2:17][CH2:16]1. The yield is 0.588. (3) The reactants are [CH3:1][O:2][C:3]1[CH:4]=[C:5]([CH2:9][C:10](Cl)=[O:11])[CH:6]=[CH:7][CH:8]=1.[NH2:13][C:14]1[CH:15]=[CH:16][C:17]([O:20][CH3:21])=[N:18][CH:19]=1. No catalyst specified. The product is [CH3:1][O:2][C:3]1[CH:4]=[C:5]([CH2:9][C:10]([NH:13][C:14]2[CH:15]=[CH:16][C:17]([O:20][CH3:21])=[N:18][CH:19]=2)=[O:11])[CH:6]=[CH:7][CH:8]=1. The yield is 0.990. (4) The reactants are [CH3:1][S:2]([C:5]1[CH:10]=[CH:9][C:8]([N:11]2[C:15]3=[N:16][CH:17]=[N:18][C:19](O)=[C:14]3[CH:13]=[N:12]2)=[CH:7][CH:6]=1)(=[O:4])=[O:3].CN(C)C1C=CC=CC=1.O=P(Cl)(Cl)[Cl:32]. No catalyst specified. The product is [Cl:32][C:19]1[N:18]=[CH:17][N:16]=[C:15]2[N:11]([C:8]3[CH:9]=[CH:10][C:5]([S:2]([CH3:1])(=[O:4])=[O:3])=[CH:6][CH:7]=3)[N:12]=[CH:13][C:14]=12. The yield is 0.270. (5) The reactants are [CH:1]([C:4]1[CH:9]=[CH:8][C:7]([S:10]([NH:13][C:14]2[CH:15]=[C:16]3[C:21](=[CH:22][CH:23]=2)[CH2:20][CH:19]([NH:24][C:25](=O)[CH2:26][CH3:27])[CH2:18][CH2:17]3)(=[O:12])=[O:11])=[CH:6][CH:5]=1)([CH3:3])[CH3:2].Cl. The catalyst is O1CCCC1. The product is [CH:1]([C:4]1[CH:5]=[CH:6][C:7]([S:10]([NH:13][C:14]2[CH:23]=[CH:22][C:21]3[CH2:20][C@H:19]([NH:24][CH2:25][CH2:26][CH3:27])[CH2:18][CH2:17][C:16]=3[CH:15]=2)(=[O:12])=[O:11])=[CH:8][CH:9]=1)([CH3:3])[CH3:2]. The yield is 0.550. (6) The reactants are Cl[C:2]1[N:10]=[C:9]([Cl:11])[CH:8]=[CH:7][C:3]=1[C:4]([NH2:6])=[O:5].ClC1C=[CH:20][C:16]([C:17](N)=[O:18])=[C:15](OCCC)N=1.[H-].[Na+]. The catalyst is C(#N)C. The product is [Cl:11][C:9]1[CH:8]=[CH:7][C:3]([C:4]([NH2:6])=[O:5])=[C:2]([O:18][CH2:17][CH:16]([CH3:20])[CH3:15])[N:10]=1. The yield is 0.660. (7) The reactants are [F:1][C:2]1[CH:15]=[CH:14][C:5]([O:6][CH2:7][C:8]([O:10]C(C)C)=[O:9])=[C:4]([CH3:16])[C:3]=1[NH:17][CH2:18][C:19]1[CH:24]=[C:23]([CH3:25])[CH:22]=[C:21]([C:26]2[CH:31]=[CH:30][CH:29]=[C:28]([F:32])[CH:27]=2)[CH:20]=1.[Li+].[OH-]. The catalyst is C1COCC1. The product is [F:1][C:2]1[CH:15]=[CH:14][C:5]([O:6][CH2:7][C:8]([OH:10])=[O:9])=[C:4]([CH3:16])[C:3]=1[NH:17][CH2:18][C:19]1[CH:24]=[C:23]([CH3:25])[CH:22]=[C:21]([C:26]2[CH:31]=[CH:30][CH:29]=[C:28]([F:32])[CH:27]=2)[CH:20]=1. The yield is 0.830. (8) The reactants are C([O:4][CH2:5][C:6]1[C:7]([N:38]2[CH2:50][CH2:49][N:41]3[C:42]4[CH2:43][CH2:44][CH2:45][CH2:46][C:47]=4[CH:48]=[C:40]3[C:39]2=[O:51])=[N:8][CH:9]=[CH:10][C:11]=1[C:12]1[CH:17]=[C:16]([NH:18][C:19]2[CH:24]=[N:23][C:22]([N:25]3[CH2:30][CH2:29][N:28]([CH:31]4[CH2:34][O:33][CH2:32]4)[CH2:27][C@@H:26]3[CH3:35])=[CH:21][N:20]=2)[C:15](=[O:36])[N:14]([CH3:37])[CH:13]=1)(=O)C.[OH-].[Li+]. The catalyst is C(O)(C)C.C1COCC1.O. The product is [OH:4][CH2:5][C:6]1[C:7]([N:38]2[CH2:50][CH2:49][N:41]3[C:42]4[CH2:43][CH2:44][CH2:45][CH2:46][C:47]=4[CH:48]=[C:40]3[C:39]2=[O:51])=[N:8][CH:9]=[CH:10][C:11]=1[C:12]1[CH:17]=[C:16]([NH:18][C:19]2[CH:24]=[N:23][C:22]([N:25]3[CH2:30][CH2:29][N:28]([CH:31]4[CH2:32][O:33][CH2:34]4)[CH2:27][C@@H:26]3[CH3:35])=[CH:21][N:20]=2)[C:15](=[O:36])[N:14]([CH3:37])[CH:13]=1. The yield is 0.210. (9) The reactants are [Br:1][C:2]1[CH:7]=[CH:6][C:5]([O:8][CH3:9])=[CH:4][C:3]=1[CH3:10].[Br:11]N1C(=O)CCC1=O. The catalyst is C(OOC(=O)C1C=CC=CC=1)(=O)C1C=CC=CC=1.C(Cl)Cl. The product is [Br:1][C:2]1[CH:7]=[CH:6][C:5]([O:8][CH3:9])=[CH:4][C:3]=1[CH2:10][Br:11]. The yield is 0.700. (10) The catalyst is CS(C)=O. The reactants are CCN(C(C)C)C(C)C.[NH2:10][C@H:11]([C:13]1[C:14](=[O:24])[NH:15][C:16]2[C:21]([CH:22]=1)=[CH:20][C:19]([Cl:23])=[CH:18][CH:17]=2)[CH3:12].Cl[C:26]1[N:31]=[C:30]([N:32]2[C:36]([CH3:37])=[N:35][N:34]=[N:33]2)[CH:29]=[CH:28][N:27]=1.CCOC(C)=O. The yield is 0.284. The product is [Cl:23][C:19]1[CH:20]=[C:21]2[C:16](=[CH:17][CH:18]=1)[NH:15][C:14](=[O:24])[C:13]([C@@H:11]([NH:10][C:26]1[N:31]=[C:30]([N:32]3[C:36]([CH3:37])=[N:35][N:34]=[N:33]3)[CH:29]=[CH:28][N:27]=1)[CH3:12])=[CH:22]2.